From a dataset of Peptide-MHC class I binding affinity with 185,985 pairs from IEDB/IMGT. Regression. Given a peptide amino acid sequence and an MHC pseudo amino acid sequence, predict their binding affinity value. This is MHC class I binding data. (1) The peptide sequence is ISDSNPYLTQW. The MHC is HLA-A11:01 with pseudo-sequence HLA-A11:01. The binding affinity (normalized) is 0.0218. (2) The peptide sequence is RTEILGLVK. The MHC is HLA-A26:02 with pseudo-sequence HLA-A26:02. The binding affinity (normalized) is 0.0847. (3) The peptide sequence is RCWLIKNNSY. The MHC is HLA-A23:01 with pseudo-sequence HLA-A23:01. The binding affinity (normalized) is 0. (4) The binding affinity (normalized) is 0.0962. The MHC is BoLA-AW10 with pseudo-sequence BoLA-AW10. The peptide sequence is AFHHVAREL. (5) The peptide sequence is QIIKLLPF. The MHC is HLA-A24:02 with pseudo-sequence HLA-A24:02. The binding affinity (normalized) is 0. (6) The peptide sequence is TELRTFSIL. The MHC is HLA-A24:02 with pseudo-sequence HLA-A24:02. The binding affinity (normalized) is 0.165.